Dataset: Full USPTO retrosynthesis dataset with 1.9M reactions from patents (1976-2016). Task: Predict the reactants needed to synthesize the given product. (1) Given the product [Cl:1][C:2]1[N:10]=[C:9]([Cl:11])[CH:8]=[C:7]([C:12]([F:14])([F:15])[F:13])[C:3]=1[C:4]([O:6][C:22]([CH3:25])([CH3:24])[CH3:23])=[O:5], predict the reactants needed to synthesize it. The reactants are: [Cl:1][C:2]1[N:10]=[C:9]([Cl:11])[CH:8]=[C:7]([C:12]([F:15])([F:14])[F:13])[C:3]=1[C:4]([OH:6])=[O:5].C(NC(=NC(C)C)O[C:22]([CH3:25])([CH3:24])[CH3:23])(C)C. (2) Given the product [CH2:20]([N:5]([CH2:4][CH:3]([O:2][CH3:1])[O:16][CH3:17])[C:6](=[O:15])[O:7][CH2:8][C:9]1[CH:14]=[CH:13][CH:12]=[CH:11][CH:10]=1)[CH:19]=[CH2:18], predict the reactants needed to synthesize it. The reactants are: [CH3:1][O:2][CH:3]([O:16][CH3:17])[CH2:4][NH:5][C:6](=[O:15])[O:7][CH2:8][C:9]1[CH:14]=[CH:13][CH:12]=[CH:11][CH:10]=1.[CH2:18](Br)[CH:19]=[CH2:20].[OH-].[Na+]. (3) The reactants are: C([O:3][C:4]([C:6]1([C:9]2[CH:14]=[CH:13][C:12]([C:15]3[CH:20]=[CH:19][C:18]([C:21]4[S:22][C:23]([Cl:38])=[CH:24][C:25]=4[NH:26][C:27]([O:29][C@@H:30]([C:32]4[C:36]([CH3:37])=[CH:35][S:34][CH:33]=4)[CH3:31])=[O:28])=[CH:17][CH:16]=3)=[CH:11][CH:10]=2)[CH2:8][CH2:7]1)=[O:5])C.[OH-].[Na+].Cl. Given the product [Cl:38][C:23]1[S:22][C:21]([C:18]2[CH:19]=[CH:20][C:15]([C:12]3[CH:11]=[CH:10][C:9]([C:6]4([C:4]([OH:5])=[O:3])[CH2:8][CH2:7]4)=[CH:14][CH:13]=3)=[CH:16][CH:17]=2)=[C:25]([NH:26][C:27]([O:29][C@@H:30]([C:32]2[C:36]([CH3:37])=[CH:35][S:34][CH:33]=2)[CH3:31])=[O:28])[CH:24]=1, predict the reactants needed to synthesize it. (4) Given the product [F:1][C:2]1[CH:3]=[C:4]2[C:8](=[CH:9][CH:10]=1)[C:7](=[O:11])[N:6]([CH2:12][CH:13]([C:19](=[O:20])[CH3:24])[C:14]([O:16][CH2:17][CH3:18])=[O:15])[C:5]2=[O:25], predict the reactants needed to synthesize it. The reactants are: [F:1][C:2]1[CH:3]=[C:4]2[C:8](=[CH:9][CH:10]=1)[C:7](=[O:11])[N:6]([CH2:12][CH:13]([C:19]1([CH3:24])OCC[O:20]1)[C:14]([O:16][CH2:17][CH3:18])=[O:15])[C:5]2=[O:25].O.C1(C)C=CC(S(O)(=O)=O)=CC=1. (5) Given the product [Cl:15][C:8]1[N:6]2[CH:7]=[C:2]([CH:21]3[CH2:24][CH2:23][CH2:22]3)[CH:3]=[C:4]([C:16]([F:19])([F:18])[F:17])[C:5]2=[N:10][C:9]=1[C:11]([O:13][CH3:14])=[O:12], predict the reactants needed to synthesize it. The reactants are: Br[C:2]1[CH:3]=[C:4]([C:16]([F:19])([F:18])[F:17])[C:5]2[N:6]([C:8]([Cl:15])=[C:9]([C:11]([O:13][CH3:14])=[O:12])[N:10]=2)[CH:7]=1.[Br-].[CH:21]1([Zn+])[CH2:24][CH2:23][CH2:22]1. (6) Given the product [F:1][C:2]1[CH:3]=[C:4]2[C:13](=[CH:14][CH:15]=1)[C:12]1[CH:11]=[CH:10][CH:9]=[CH:8][C:7]=1[N:6]([S:16]([C:19]1[CH:20]=[CH:21][C:22]([OH:25])=[CH:23][CH:24]=1)(=[O:18])=[O:17])[C@@H:5]2[CH3:27], predict the reactants needed to synthesize it. The reactants are: [F:1][C:2]1[CH:3]=[C:4]2[C:13](=[CH:14][CH:15]=1)[C:12]1[CH:11]=[CH:10][CH:9]=[CH:8][C:7]=1[N:6]([S:16]([C:19]1[CH:24]=[CH:23][C:22]([O:25]C)=[CH:21][CH:20]=1)(=[O:18])=[O:17])[C@@H:5]2[CH3:27].C1CCCCC=1.B(Br)(Br)Br.ClCCl. (7) Given the product [CH2:1]([C:3]1[N:4]([CH3:29])[C:5]2[C:10]([C:11]=1[C:14](=[O:15])[C:16]([F:19])([F:18])[F:17])=[CH:9][CH:8]=[C:7]([O:12][CH3:13])[CH:6]=2)[CH3:2], predict the reactants needed to synthesize it. The reactants are: [CH2:1]([C:3]1[NH:4][C:5]2[C:10]([CH:11]=1)=[CH:9][CH:8]=[C:7]([O:12][CH3:13])[CH:6]=2)[CH3:2].[C:14](O[C:14]([C:16]([F:19])([F:18])[F:17])=[O:15])([C:16]([F:19])([F:18])[F:17])=[O:15].[H-].[Na+].[CH2:29]1COCC1.